From a dataset of Forward reaction prediction with 1.9M reactions from USPTO patents (1976-2016). Predict the product of the given reaction. (1) Given the reactants [CH3:1][C@H:2]1[C@@H:10]2[CH2:11][CH2:12][C:13]3[CH:14]=[N:15][CH:16]=[N:17][C:18]=3[C@@:9]2([C:19]2[CH:24]=[CH:23][CH:22]=[CH:21][CH:20]=2)[CH2:8][C:4]2[CH:5]=[N:6][O:7][C:3]1=2.C[O-].[Na+], predict the reaction product. The product is: [CH3:1][C@H:2]1[C@@H:10]2[CH2:11][CH2:12][C:13]3[CH:14]=[N:15][CH:16]=[N:17][C:18]=3[C@@:9]2([C:19]2[CH:24]=[CH:23][CH:22]=[CH:21][CH:20]=2)[CH2:8][CH:4]([C:5]#[N:6])[C:3]1=[O:7]. (2) Given the reactants [N:1]1[N:5]2[CH:6]=[CH:7][CH:8]=[CH:9][C:4]2=[CH:3][C:2]=1[OH:10].C([O-])([O-])=O.[K+].[K+].Cl.Cl[CH2:19][CH2:20][N:21]1[CH2:26][CH2:25][O:24][CH2:23][CH2:22]1.[Na+].[I-], predict the reaction product. The product is: [N:1]1[N:5]2[CH:6]=[CH:7][CH:8]=[CH:9][C:4]2=[CH:3][C:2]=1[O:10][CH2:19][CH2:20][N:21]1[CH2:26][CH2:25][O:24][CH2:23][CH2:22]1.